From a dataset of Forward reaction prediction with 1.9M reactions from USPTO patents (1976-2016). Predict the product of the given reaction. (1) Given the reactants [OH:1][C@H:2]1[C@H:6]([OH:7])[CH2:5][N:4]([CH2:8][C@@H:9]([NH:16][C:17](=O)OCC2C=CC=CC=2)[C:10]2[CH:15]=[CH:14][CH:13]=[CH:12][CH:11]=2)[CH2:3]1.[H-].[Al+3].[Li+].[H-].[H-].[H-].O.O.O.O.O.O.O.O.O.O.S([O-])([O-])(=O)=O.[Na+].[Na+], predict the reaction product. The product is: [CH3:17][NH:16][C@@H:9]([C:10]1[CH:15]=[CH:14][CH:13]=[CH:12][CH:11]=1)[CH2:8][N:4]1[CH2:5][C@@H:6]([OH:7])[C@H:2]([OH:1])[CH2:3]1. (2) Given the reactants [O:1]=[S:2]1(=[O:33])[CH2:7][CH2:6][N:5]([CH2:8][CH2:9][N:10]([CH2:23][CH2:24][N:25]2[CH2:30][CH2:29][S:28](=[O:32])(=[O:31])[CH2:27][CH2:26]2)S(C2C=CC=CC=2[N+]([O-])=O)(=O)=O)[CH2:4][CH2:3]1.C1(S)C=CC=CC=1.C(=O)([O-])[O-].[K+].[K+], predict the reaction product. The product is: [O:32]=[S:28]1(=[O:31])[CH2:29][CH2:30][N:25]([CH2:24][CH2:23][NH:10][CH2:9][CH2:8][N:5]2[CH2:4][CH2:3][S:2](=[O:1])(=[O:33])[CH2:7][CH2:6]2)[CH2:26][CH2:27]1. (3) Given the reactants [OH-].[K+].[F:3][C:4]1[CH:11]=[CH:10][C:7]([CH:8]=O)=[CH:6][CH:5]=1.[C:12]1(=[O:20])[CH2:19][CH2:18][CH2:17][CH2:16][CH2:15][CH2:14][CH2:13]1.Cl, predict the reaction product. The product is: [F:3][C:4]1[CH:11]=[CH:10][C:7](/[CH:8]=[C:13]2/[C:12](=[O:20])[CH2:19][CH2:18][CH2:17][CH2:16][CH2:15][CH2:14]/2)=[CH:6][CH:5]=1. (4) Given the reactants [Cl:1][C:2]1[CH:3]=[C:4]([NH:8][C:9]2[N:14]=[C:13]([C:15]([F:18])([F:17])[F:16])[C:12]([CH2:19]O)=[CH:11][N:10]=2)[CH:5]=[CH:6][CH:7]=1.C(Br)(Br)(Br)[Br:22].C1(P(C2C=CC=CC=2)C2C=CC=CC=2)C=CC=CC=1, predict the reaction product. The product is: [Br:22][CH2:19][C:12]1[C:13]([C:15]([F:18])([F:17])[F:16])=[N:14][C:9]([NH:8][C:4]2[CH:5]=[CH:6][CH:7]=[C:2]([Cl:1])[CH:3]=2)=[N:10][CH:11]=1. (5) The product is: [NH2:7][CH2:8][C:9]([NH:10][C:11]1[CH:16]=[C:15]([C:17]([C:19]2[C:24]([NH:25][S:26]([C:29]3[CH:34]=[CH:33][C:32]([CH3:35])=[C:31]([C:36]([F:37])([F:39])[F:38])[CH:30]=3)(=[O:28])=[O:27])=[CH:23][C:22]([Cl:40])=[CH:21][N:20]=2)=[O:18])[CH:14]=[CH:13][N:12]=1)=[O:41]. Given the reactants C(OC(=O)[NH:7][CH2:8][C:9](=[O:41])[NH:10][C:11]1[CH:16]=[C:15]([C:17]([C:19]2[C:24]([NH:25][S:26]([C:29]3[CH:34]=[CH:33][C:32]([CH3:35])=[C:31]([C:36]([F:39])([F:38])[F:37])[CH:30]=3)(=[O:28])=[O:27])=[CH:23][C:22]([Cl:40])=[CH:21][N:20]=2)=[O:18])[CH:14]=[CH:13][N:12]=1)(C)(C)C.C(O)(C(F)(F)F)=O, predict the reaction product. (6) Given the reactants [CH2:1]([O:8][C:9]1C=[CH:13][N:12]([CH2:15][C:16]([C:18]2[CH:23]=[CH:22][C:21]([CH2:24][Br:25])=[CH:20][CH:19]=2)=[O:17])[C:11](=[O:26])[CH:10]=1)[C:2]1[CH:7]=[CH:6][CH:5]=[CH:4][CH:3]=1.C(OC1N=C[N:38](CC(C2C=CC(CO)=CC=2)=O)C(=O)C=1)C1C=CC=CC=1.P(Br)(Br)Br, predict the reaction product. The product is: [CH2:1]([O:8][C:9]1[N:38]=[CH:13][N:12]([CH2:15][C:16]([C:18]2[CH:23]=[CH:22][C:21]([CH2:24][Br:25])=[CH:20][CH:19]=2)=[O:17])[C:11](=[O:26])[CH:10]=1)[C:2]1[CH:7]=[CH:6][CH:5]=[CH:4][CH:3]=1. (7) Given the reactants [C:1]1([C:7](=[O:18])[C:8]#[C:9][CH2:10][O:11]C2CCCCO2)[CH:6]=[CH:5][CH:4]=[CH:3][CH:2]=1.C1(C)C=CC(S([O-])(=O)=O)=CC=1.[NH+]1C=CC=CC=1.O, predict the reaction product. The product is: [OH:11][CH2:10][C:9]#[C:8][C:7]([C:1]1[CH:6]=[CH:5][CH:4]=[CH:3][CH:2]=1)=[O:18].